Dataset: Caco-2 cell permeability data measuring drug intestinal absorption for ~900 compounds. Task: Regression/Classification. Given a drug SMILES string, predict its absorption, distribution, metabolism, or excretion properties. Task type varies by dataset: regression for continuous measurements (e.g., permeability, clearance, half-life) or binary classification for categorical outcomes (e.g., BBB penetration, CYP inhibition). For this dataset (caco2_wang), we predict Y. (1) The drug is c1ccc(-c2ccncc2)cc1. The Y is -4.07 log Papp (cm/s). (2) The compound is COc1ccc(-c2oc3c(CC=C(C)C)c(O[C@@H]4O[C@H](CO)[C@@H](O)[C@H](O)[C@H]4O)cc(O)c3c(=O)c2O[C@H]2O[C@H](C)[C@@H](O)[C@H](O)[C@@H]2O[C@H]2OC[C@H](O)[C@@H](O)[C@@H]2O)cc1. The Y is -6.56 log Papp (cm/s). (3) The molecule is CN1C(=O)CC(N2CCCN(CCCN3c4ccccc4COc4ccc(C(=O)O)cc43)CC2)N(C)C1=O. The Y is -5.50 log Papp (cm/s). (4) The molecule is COc1ccc2c3c1OC1C(O)C=CC4C(C2)N(C)CCC341. The Y is -4.28 log Papp (cm/s). (5) The compound is O=c1c(-c2ccc(O)cc2)coc2cc(OC3OC(CO)C(O)C(O)C3O)ccc12. The Y is -6.36 log Papp (cm/s). (6) The compound is COc1ccc(CCN(C)CCC[C@](C#N)(c2ccc(OC)c(OC)c2)C(C)C)cc1OC. The Y is -4.96 log Papp (cm/s). (7) The molecule is CCCCCCC(C)OC(=O)COc1ccc(C(=O)CN2CCN(C3CCNCC3)CC2=O)cc1. The Y is -4.74 log Papp (cm/s).